Dataset: Full USPTO retrosynthesis dataset with 1.9M reactions from patents (1976-2016). Task: Predict the reactants needed to synthesize the given product. (1) Given the product [CH3:18][O:19][C:20]1[N:21]=[CH:22][C:23]([CH:24]=[N:2][C:3]2[CH:9]=[CH:8][C:6]([OH:7])=[CH:5][C:4]=2[OH:10])=[CH:26][CH:27]=1, predict the reactants needed to synthesize it. The reactants are: Cl.[NH2:2][C:3]1[CH:9]=[CH:8][C:6]([OH:7])=[CH:5][C:4]=1[OH:10].C(N(CC)CC)C.[CH3:18][O:19][C:20]1[CH:27]=[CH:26][C:23]([CH:24]=O)=[CH:22][N:21]=1. (2) Given the product [CH3:1][N:2]([CH3:22])[C:3]([N:5]1[CH2:9][CH:8]2[CH2:10][C:11]([CH2:13][CH:14]3[CH2:19][CH2:18][CH2:17][CH2:16][CH2:15]3)([CH:20]=[O:34])[CH2:12][CH:7]2[CH2:6]1)=[O:4], predict the reactants needed to synthesize it. The reactants are: [CH3:1][N:2]([CH3:22])[C:3]([N:5]1[CH2:9][CH:8]2[CH2:10][C:11]([C:20]#N)([CH2:13][CH:14]3[CH2:19][CH2:18][CH2:17][CH2:16][CH2:15]3)[CH2:12][CH:7]2[CH2:6]1)=[O:4].[H-].C([Al+]CC(C)C)C(C)C.C(C(C(C([O-])=O)O)O)([O-])=[O:34].[Na+].[K+]. (3) Given the product [Cl:1][C:2]1[CH:3]=[CH:4][C:5]([C:8]2[N:9]=[CH:10][N:11]([C:14]3[O:15][CH:16]=[CH:17][CH:18]=3)[CH:12]=2)=[CH:6][CH:7]=1, predict the reactants needed to synthesize it. The reactants are: [Cl:1][C:2]1[CH:7]=[CH:6][C:5]([C:8]2[N:9]=[CH:10][NH:11][CH:12]=2)=[CH:4][CH:3]=1.Br[C:14]1[O:15][CH:16]=[CH:17][CH:18]=1.